Dataset: Forward reaction prediction with 1.9M reactions from USPTO patents (1976-2016). Task: Predict the product of the given reaction. (1) Given the reactants Cl.Cl.[NH:3]1[CH2:8][CH2:7][CH:6]([NH:9][C:10]2[CH:11]=[C:12]([NH:16][C:17](=[O:19])[CH3:18])[CH:13]=[CH:14][CH:15]=2)[CH2:5][CH2:4]1.C(O)(=O)C.C(N(CC)CC)C.[Cl:31][C:32]1[CH:39]=[CH:38][C:35]([CH:36]=O)=[CH:34][C:33]=1[O:40][CH2:41][CH3:42].C([BH3-])#N.[Na+], predict the reaction product. The product is: [Cl:31][C:32]1[CH:39]=[CH:38][C:35]([CH2:36][N:3]2[CH2:4][CH2:5][CH:6]([NH:9][C:10]3[CH:11]=[C:12]([NH:16][C:17](=[O:19])[CH3:18])[CH:13]=[CH:14][CH:15]=3)[CH2:7][CH2:8]2)=[CH:34][C:33]=1[O:40][CH2:41][CH3:42]. (2) Given the reactants C([O:4][CH2:5][CH:6]([CH2:12][CH:13]([C:26]1[O:27][C:28]([Br:41])=[C:29]([C:31]2[CH:36]=[CH:35][C:34]([C:37]([F:40])([F:39])[F:38])=[CH:33][CH:32]=2)[N:30]=1)[O:14][C:15]1[CH:20]=[CH:19][C:18]([F:21])=[C:17]([C:22](=[O:24])[NH2:23])[C:16]=1[F:25])[CH2:7][O:8]C(=O)C)(=O)C.C([O-])([O-])=O.[K+].[K+], predict the reaction product. The product is: [Br:41][C:28]1[O:27][C:26]([CH:13]([O:14][C:15]2[C:16]([F:25])=[C:17]([C:18]([F:21])=[CH:19][CH:20]=2)[C:22]([NH2:23])=[O:24])[CH2:12][CH:6]([CH2:5][OH:4])[CH2:7][OH:8])=[N:30][C:29]=1[C:31]1[CH:32]=[CH:33][C:34]([C:37]([F:38])([F:39])[F:40])=[CH:35][CH:36]=1. (3) The product is: [NH2:4][C:3]1[C:5]([O:10][CH3:11])=[CH:6][C:7]([F:9])=[CH:8][C:2]=1[C:17](=[O:19])[CH3:18]. Given the reactants Br[C:2]1[CH:8]=[C:7]([F:9])[CH:6]=[C:5]([O:10][CH3:11])[C:3]=1[NH2:4].C([Sn](CCCC)(CCCC)[C:17]([O:19]CC)=[CH2:18])CCC.Cl, predict the reaction product. (4) Given the reactants C[O:2][C:3]([C@H:5]1[CH2:10][CH2:9][C@@H:8]([O:11][C:12]2[CH:17]=[CH:16][CH:15]=[CH:14][N:13]=2)[CH2:7][CH2:6]1)=O.O.[NH2:19][NH2:20], predict the reaction product. The product is: [N:13]1[CH:14]=[CH:15][CH:16]=[CH:17][C:12]=1[O:11][C@@H:8]1[CH2:9][CH2:10][C@H:5]([C:3]([NH:19][NH2:20])=[O:2])[CH2:6][CH2:7]1. (5) Given the reactants [CH3:1][C:2]1([CH3:12])[CH2:7][C:6]([CH3:9])([CH3:8])[CH2:5][CH:4]([CH:10]=[O:11])[CH2:3]1.[CH3:13][Mg]Br, predict the reaction product. The product is: [CH3:9][C:6]1([CH3:8])[CH2:7][C:2]([CH3:12])([CH3:1])[CH2:3][CH:4]([CH:10]([OH:11])[CH3:13])[CH2:5]1. (6) Given the reactants [OH:1][CH2:2][CH:3]([CH2:6][OH:7])[CH2:4][OH:5].Cl[C:9]([C:26]1[CH:31]=[CH:30][CH:29]=[CH:28][CH:27]=1)([C:18]1[CH:23]=[CH:22][C:21]([O:24][CH3:25])=[CH:20][CH:19]=1)[C:10]1[CH:15]=[CH:14][C:13]([O:16][CH3:17])=[CH:12][CH:11]=1, predict the reaction product. The product is: [CH3:25][O:24][C:21]1[CH:20]=[CH:19][C:18]([C:9]([C:10]2[CH:11]=[CH:12][C:13]([O:16][CH3:17])=[CH:14][CH:15]=2)([C:26]2[CH:31]=[CH:30][CH:29]=[CH:28][CH:27]=2)[O:1][CH2:2][CH:3]([CH2:6][OH:7])[CH2:4][OH:5])=[CH:23][CH:22]=1. (7) Given the reactants [NH2:1][C@H:2]([CH2:6][C@H:7]([NH:22][C:23]([C:25]1[N:26]=[N:27][NH:28][CH:29]=1)=[O:24])[CH2:8][C:9]1[CH:14]=[CH:13][C:12]([C:15]2[CH:20]=[CH:19][CH:18]=[CH:17][C:16]=2[F:21])=[CH:11][CH:10]=1)[C:3]([OH:5])=[O:4].[C:30](Cl)(=[O:32])[CH3:31].CCN(C(C)C)C(C)C.[OH-].[Na+], predict the reaction product. The product is: [C:30]([NH:1][C@H:2]([CH2:6][C@H:7]([NH:22][C:23]([C:25]1[N:26]=[N:27][NH:28][CH:29]=1)=[O:24])[CH2:8][C:9]1[CH:10]=[CH:11][C:12]([C:15]2[CH:20]=[CH:19][CH:18]=[CH:17][C:16]=2[F:21])=[CH:13][CH:14]=1)[C:3]([OH:5])=[O:4])(=[O:32])[CH3:31].